From a dataset of Forward reaction prediction with 1.9M reactions from USPTO patents (1976-2016). Predict the product of the given reaction. (1) Given the reactants Br[C:2]1[C:3]([O:25][CH3:26])=[CH:4][C:5]([N:22]([CH3:24])[CH3:23])=[N:6][C:7]=1[CH2:8][CH2:9][CH2:10][CH2:11][CH2:12][CH2:13][CH2:14][CH2:15][CH2:16][CH2:17][O:18][CH2:19][O:20][CH3:21].[Li]CCCC.B([O-])([O-])[O-:33].OO.[OH-].[Na+], predict the reaction product. The product is: [CH3:23][N:22]([CH3:24])[C:5]1[N:6]=[C:7]([CH2:8][CH2:9][CH2:10][CH2:11][CH2:12][CH2:13][CH2:14][CH2:15][CH2:16][CH2:17][O:18][CH2:19][O:20][CH3:21])[C:2]([OH:33])=[C:3]([O:25][CH3:26])[CH:4]=1. (2) Given the reactants [O-2:1].[Al+3].[O-2:3].[O-2:4].[Al+3].[OH2:6].[C:7]1([CH3:17])[CH:12]=CC(S(O)(=O)=O)=C[CH:8]=1.[Cl:18][C:19]1[CH:26]=[CH:25][C:22]([CH2:23][NH2:24])=[C:21]([S:27]([CH3:29])=O)[CH:20]=1.OOS([O-])=O.[K+].[CH:36](Cl)(Cl)Cl, predict the reaction product. The product is: [C:7]([O:1][C:36](=[O:6])[NH:24][CH2:23][C:22]1[CH:25]=[CH:26][C:19]([Cl:18])=[CH:20][C:21]=1[S:27]([CH3:29])(=[O:4])=[O:3])([CH3:17])([CH3:12])[CH3:8]. (3) Given the reactants C([O:3][C:4]([C:6]1[S:10][C:9]([NH:11][C:12]2[CH:17]=[CH:16][C:15]([Cl:18])=[CH:14][CH:13]=2)=[N:8][CH:7]=1)=[O:5])C.[OH-].[K+], predict the reaction product. The product is: [Cl:18][C:15]1[CH:14]=[CH:13][C:12]([NH:11][C:9]2[S:10][C:6]([C:4]([OH:5])=[O:3])=[CH:7][N:8]=2)=[CH:17][CH:16]=1. (4) Given the reactants Cl.Cl.[NH2:3][CH2:4][CH2:5][C:6]1[N:10]([CH2:11][C:12]2[CH:19]=[CH:18][C:15]([C:16]#[N:17])=[C:14]([O:20][C:21]3[CH:26]=[CH:25][CH:24]=[C:23]([C:27]4([CH2:36][CH3:37])[CH2:33][CH2:32][CH2:31][CH2:30][N:29]([CH3:34])[C:28]4=[O:35])[CH:22]=3)[CH:13]=2)[C:9]([CH3:38])=[N:8][CH:7]=1.Br[CH2:40][CH2:41][O:42][CH2:43][CH2:44]Br, predict the reaction product. The product is: [CH2:36]([C:27]1([C:23]2[CH:22]=[C:21]([CH:26]=[CH:25][CH:24]=2)[O:20][C:14]2[CH:13]=[C:12]([CH2:11][N:10]3[C:6]([CH2:5][CH2:4][N:3]4[CH2:44][CH2:43][O:42][CH2:41][CH2:40]4)=[CH:7][N:8]=[C:9]3[CH3:38])[CH:19]=[CH:18][C:15]=2[C:16]#[N:17])[CH2:33][CH2:32][CH2:31][CH2:30][N:29]([CH3:34])[C:28]1=[O:35])[CH3:37]. (5) Given the reactants [C:1]([O:5][C:6]([N:8]1[CH2:12][CH2:11][C@H:10]([N:13]([C:22]2[CH:27]=[CH:26][CH:25]=[C:24](Br)[N:23]=2)[C:14]2[CH:19]=[CH:18][C:17]([F:20])=[C:16]([Cl:21])[CH:15]=2)[CH2:9]1)=[O:7])([CH3:4])([CH3:3])[CH3:2].C(OCC)(=O)C.O.[CH3:36][N:37](C)C=O, predict the reaction product. The product is: [C:1]([O:5][C:6]([N:8]1[CH2:12][CH2:11][C@H:10]([N:13]([C:14]2[CH:19]=[CH:18][C:17]([F:20])=[C:16]([Cl:21])[CH:15]=2)[C:22]2[CH:27]=[CH:26][CH:25]=[C:24]([C:36]#[N:37])[N:23]=2)[CH2:9]1)=[O:7])([CH3:4])([CH3:3])[CH3:2]. (6) Given the reactants FC(F)(F)S(O[C:7]1[N:8]=[N:9][CH:10]=[C:11]([C:13]2[C:14]([CH:36]3[CH2:38][CH2:37]3)=[N:15][C:16]([N:21]3[CH2:26][CH2:25][N:24]([C:27](=[O:32])[CH2:28][CH2:29][O:30][CH3:31])[C@H:23]([CH:33]4[CH2:35][CH2:34]4)[CH2:22]3)=[C:17]([C:19]#[N:20])[CH:18]=2)[CH:12]=1)(=O)=O.[CH:41]([B-](F)(F)F)=[CH2:42].[K+], predict the reaction product. The product is: [CH:36]1([C:14]2[C:13]([C:11]3[CH:12]=[C:7]([CH:41]=[CH2:42])[N:8]=[N:9][CH:10]=3)=[CH:18][C:17]([C:19]#[N:20])=[C:16]([N:21]3[CH2:26][CH2:25][N:24]([C:27](=[O:32])[CH2:28][CH2:29][O:30][CH3:31])[C@H:23]([CH:33]4[CH2:34][CH2:35]4)[CH2:22]3)[N:15]=2)[CH2:37][CH2:38]1.